Dataset: NCI-60 drug combinations with 297,098 pairs across 59 cell lines. Task: Regression. Given two drug SMILES strings and cell line genomic features, predict the synergy score measuring deviation from expected non-interaction effect. (1) Drug 1: C1=CC(=CC=C1CCC2=CNC3=C2C(=O)NC(=N3)N)C(=O)NC(CCC(=O)O)C(=O)O. Drug 2: CCC(=C(C1=CC=CC=C1)C2=CC=C(C=C2)OCCN(C)C)C3=CC=CC=C3.C(C(=O)O)C(CC(=O)O)(C(=O)O)O. Cell line: OVCAR3. Synergy scores: CSS=27.6, Synergy_ZIP=0.714, Synergy_Bliss=0.0418, Synergy_Loewe=-16.6, Synergy_HSA=-0.696. (2) Drug 1: C1=CN(C=N1)CC(O)(P(=O)(O)O)P(=O)(O)O. Drug 2: COCCOC1=C(C=C2C(=C1)C(=NC=N2)NC3=CC=CC(=C3)C#C)OCCOC.Cl. Cell line: M14. Synergy scores: CSS=-3.40, Synergy_ZIP=4.75, Synergy_Bliss=5.67, Synergy_Loewe=-3.56, Synergy_HSA=-2.80. (3) Drug 1: CCC(=C(C1=CC=CC=C1)C2=CC=C(C=C2)OCCN(C)C)C3=CC=CC=C3.C(C(=O)O)C(CC(=O)O)(C(=O)O)O. Drug 2: B(C(CC(C)C)NC(=O)C(CC1=CC=CC=C1)NC(=O)C2=NC=CN=C2)(O)O. Cell line: HT29. Synergy scores: CSS=80.9, Synergy_ZIP=3.14, Synergy_Bliss=-0.327, Synergy_Loewe=-9.41, Synergy_HSA=0.878. (4) Drug 1: CC1=C2C(C(=O)C3(C(CC4C(C3C(C(C2(C)C)(CC1OC(=O)C(C(C5=CC=CC=C5)NC(=O)C6=CC=CC=C6)O)O)OC(=O)C7=CC=CC=C7)(CO4)OC(=O)C)O)C)OC(=O)C. Drug 2: CCC1(CC2CC(C3=C(CCN(C2)C1)C4=CC=CC=C4N3)(C5=C(C=C6C(=C5)C78CCN9C7C(C=CC9)(C(C(C8N6C)(C(=O)OC)O)OC(=O)C)CC)OC)C(=O)OC)O.OS(=O)(=O)O. Cell line: NCI-H322M. Synergy scores: CSS=0.539, Synergy_ZIP=0.499, Synergy_Bliss=0.876, Synergy_Loewe=0.352, Synergy_HSA=0.750. (5) Drug 1: CC(C)(C#N)C1=CC(=CC(=C1)CN2C=NC=N2)C(C)(C)C#N. Drug 2: C1CNP(=O)(OC1)N(CCCl)CCCl. Cell line: SF-295. Synergy scores: CSS=-1.08, Synergy_ZIP=1.50, Synergy_Bliss=1.41, Synergy_Loewe=0.520, Synergy_HSA=-1.21. (6) Drug 1: CC1=C(C=C(C=C1)NC2=NC=CC(=N2)N(C)C3=CC4=NN(C(=C4C=C3)C)C)S(=O)(=O)N.Cl. Drug 2: COC1=CC(=CC(=C1O)OC)C2C3C(COC3=O)C(C4=CC5=C(C=C24)OCO5)OC6C(C(C7C(O6)COC(O7)C8=CC=CS8)O)O. Cell line: UACC-257. Synergy scores: CSS=10.4, Synergy_ZIP=-3.31, Synergy_Bliss=-1.43, Synergy_Loewe=-27.4, Synergy_HSA=-1.84. (7) Drug 1: C1CCC(C1)C(CC#N)N2C=C(C=N2)C3=C4C=CNC4=NC=N3. Drug 2: CNC(=O)C1=CC=CC=C1SC2=CC3=C(C=C2)C(=NN3)C=CC4=CC=CC=N4. Cell line: NCI-H522. Synergy scores: CSS=19.6, Synergy_ZIP=-2.59, Synergy_Bliss=6.78, Synergy_Loewe=5.89, Synergy_HSA=7.44.